This data is from Forward reaction prediction with 1.9M reactions from USPTO patents (1976-2016). The task is: Predict the product of the given reaction. (1) The product is: [CH3:16][C@@H:17]([C:21]1[CH:22]=[C:23]([C:31]([F:32])([F:34])[F:33])[CH:24]=[C:25]([C:27]([F:29])([F:30])[F:28])[CH:26]=1)[C:18]([NH:55][C:46]1([C:49]2[CH:54]=[CH:53][CH:52]=[CH:51][CH:50]=2)[CH2:45][CH2:44][C:43](=[O:42])[CH2:48][CH2:47]1)=[O:19]. Given the reactants O=C1N(P(Cl)(N2CCOC2=O)=O)CCO1.[CH3:16][C@@H:17]([C:21]1[CH:26]=[C:25]([C:27]([F:30])([F:29])[F:28])[CH:24]=[C:23]([C:31]([F:34])([F:33])[F:32])[CH:22]=1)[C:18](O)=[O:19].N1C=CC=CC=1.Cl.[O:42]=[C:43]1[CH2:48][CH2:47][C:46]([NH2:55])([C:49]2[CH:54]=[CH:53][CH:52]=[CH:51][CH:50]=2)[CH2:45][CH2:44]1, predict the reaction product. (2) Given the reactants [Br:1]Br.[CH3:3][C:4]([CH3:11])([C:6](=[O:10])[CH2:7][CH2:8][CH3:9])[CH3:5].O, predict the reaction product. The product is: [Br:1][CH:7]([CH2:8][CH3:9])[C:6](=[O:10])[C:4]([CH3:11])([CH3:5])[CH3:3]. (3) Given the reactants C(OC([N:8]([CH2:43][CH2:44][CH2:45][C:46]1[CH:51]=[CH:50][CH:49]=[CH:48][CH:47]=1)[CH2:9][CH2:10][CH2:11][O:12][C:13]1[C:14]([O:41][CH3:42])=[C:15]([C@@H:19]2[C:25]3[CH:26]=[C:27]([Cl:30])[CH:28]=[CH:29][C:24]=3[N:23]([CH2:31][C:32]([CH3:35])([CH3:34])[CH3:33])[C:22](=[O:36])[C@@H:21]([CH2:37][C:38](O)=[O:39])[O:20]2)[CH:16]=[CH:17][CH:18]=1)=O)(C)(C)C.[NH:52]1[CH2:57][CH2:56][O:55][CH2:54][CH2:53]1, predict the reaction product. The product is: [ClH:30].[Cl:30][C:27]1[CH:28]=[CH:29][C:24]2[N:23]([CH2:31][C:32]([CH3:33])([CH3:35])[CH3:34])[C:22](=[O:36])[C@@H:21]([CH2:37][C:38]([N:52]3[CH2:57][CH2:56][O:55][CH2:54][CH2:53]3)=[O:39])[O:20][C@H:19]([C:15]3[CH:16]=[CH:17][CH:18]=[C:13]([O:12][CH2:11][CH2:10][CH2:9][NH:8][CH2:43][CH2:44][CH2:45][C:46]4[CH:47]=[CH:48][CH:49]=[CH:50][CH:51]=4)[C:14]=3[O:41][CH3:42])[C:25]=2[CH:26]=1. (4) Given the reactants [F:1][C:2]1[CH:3]=[C:4]([CH:7]=[C:8]([N+:10]([O-:12])=[O:11])[CH:9]=1)[CH2:5]Br.[CH:13]1([NH2:16])[CH2:15][CH2:14]1, predict the reaction product. The product is: [CH:13]1([NH:16][CH2:5][C:4]2[CH:7]=[C:8]([N+:10]([O-:12])=[O:11])[CH:9]=[C:2]([F:1])[CH:3]=2)[CH2:15][CH2:14]1.